From a dataset of Reaction yield outcomes from USPTO patents with 853,638 reactions. Predict the reaction yield, written as a fraction of the theoretical maximum amount of product (1.0 means a 100% yield; for example, 0.34 means a 34% yield). (1) The reactants are [NH2:1][C:2]1[CH:3]=[C:4]([CH:8]=[C:9]([Br:12])[C:10]=1[NH2:11])[C:5]([O-:7])=[O:6].[CH2:13](N(CC)CC)C.Cl[C:21](Cl)([O:23]C(=O)OC(Cl)(Cl)Cl)Cl. The catalyst is ClCCl. The product is [Br:12][C:9]1[C:10]2[NH:11][C:21](=[O:23])[NH:1][C:2]=2[CH:3]=[C:4]([C:5]([O:7][CH3:13])=[O:6])[CH:8]=1. The yield is 0.450. (2) The reactants are C(Cl)(=O)C(Cl)=O.CS(C)=O.[CH3:11][O:12][CH:13]([O:27][CH3:28])[CH2:14][CH:15]([C:21]1[CH:26]=[CH:25][CH:24]=[CH:23][CH:22]=1)[CH:16]([OH:20])[C:17]#[C:18][CH3:19].C(N(CC)CC)C. The catalyst is C(Cl)Cl. The product is [CH3:28][O:27][CH:13]([O:12][CH3:11])[CH2:14][CH:15]([C:21]1[CH:26]=[CH:25][CH:24]=[CH:23][CH:22]=1)[C:16](=[O:20])[C:17]#[C:18][CH3:19]. The yield is 0.884. (3) The reactants are [C:1]1([N:7]([C:17]2[CH:22]=[CH:21][CH:20]=[CH:19][CH:18]=2)[C:8]2[CH:13]=[CH:12][C:11](B(O)O)=[CH:10][CH:9]=2)[CH:6]=[CH:5][CH:4]=[CH:3][CH:2]=1.Br[C:24]1[CH:36]=[CH:35][C:27]([NH:28][C:29]2[CH:34]=[CH:33][CH:32]=[CH:31][CH:30]=2)=[CH:26][CH:25]=1.P([O-])([O-])([O-])=O.[K+].[K+].[K+].C1(C)C=CC=CC=1. The catalyst is C1C=CC(/C=C/C(/C=C/C2C=CC=CC=2)=O)=CC=1.C1C=CC(/C=C/C(/C=C/C2C=CC=CC=2)=O)=CC=1.C1C=CC(/C=C/C(/C=C/C2C=CC=CC=2)=O)=CC=1.[Pd].[Pd].C1(P(C2CCCCC2)C2C=CC=CC=2C2C(OC)=CC=CC=2OC)CCCCC1.O. The product is [C:1]1([N:7]([C:17]2[CH:22]=[CH:21][CH:20]=[CH:19][CH:18]=2)[C:8]2[CH:13]=[CH:12][C:11]([C:32]3[CH:33]=[CH:34][C:29]([NH:28][C:27]4[CH:35]=[CH:36][CH:24]=[CH:25][CH:26]=4)=[CH:30][CH:31]=3)=[CH:10][CH:9]=2)[CH:6]=[CH:5][CH:4]=[CH:3][CH:2]=1. The yield is 0.810. (4) The reactants are CN(C)[CH:3]=[O:4].P(Cl)(Cl)(Cl)=O.[CH3:11][O:12][CH2:13][C:14]([N:17]1[C:25]2[C:20](=[CH:21][CH:22]=[CH:23][CH:24]=2)[CH:19]=[C:18]1[CH3:26])([CH3:16])[CH3:15]. The catalyst is ClCCl. The product is [CH3:11][O:12][CH2:13][C:14]([N:17]1[C:25]2[C:20](=[CH:21][CH:22]=[CH:23][CH:24]=2)[C:19]([CH:3]=[O:4])=[C:18]1[CH3:26])([CH3:16])[CH3:15]. The yield is 0.570.